From a dataset of Full USPTO retrosynthesis dataset with 1.9M reactions from patents (1976-2016). Predict the reactants needed to synthesize the given product. Given the product [CH:1]1([C@H:7]([OH:23])[C@H:8]([N:12]2[C:20](=[O:21])[C:19]3[C:14](=[CH:15][CH:16]=[CH:17][CH:18]=3)[C:13]2=[O:22])[CH2:9][N:10]([CH3:11])[C:38](=[O:39])[O:40][C:41]([CH3:42])([CH3:43])[CH3:44])[CH2:6][CH2:5][CH2:4][CH2:3][CH2:2]1, predict the reactants needed to synthesize it. The reactants are: [CH:1]1([C@H:7]([OH:23])[C@H:8]([N:12]2[C:20](=[O:21])[C:19]3[C:14](=[CH:15][CH:16]=[CH:17][CH:18]=3)[C:13]2=[O:22])[CH2:9][NH:10][CH3:11])[CH2:6][CH2:5][CH2:4][CH2:3][CH2:2]1.C([O-])([O-])=O.[K+].[K+].[CH3:42][C:41]([O:40][C:38](O[C:38]([O:40][C:41]([CH3:44])([CH3:43])[CH3:42])=[O:39])=[O:39])([CH3:44])[CH3:43].